Task: Regression. Given a peptide amino acid sequence and an MHC pseudo amino acid sequence, predict their binding affinity value. This is MHC class II binding data.. Dataset: Peptide-MHC class II binding affinity with 134,281 pairs from IEDB (1) The peptide sequence is NLWKMKTGRRGSANG. The MHC is HLA-DQA10501-DQB10303 with pseudo-sequence HLA-DQA10501-DQB10303. The binding affinity (normalized) is 0. (2) The peptide sequence is FLMEHTMPVTHPPEV. The MHC is DRB1_0701 with pseudo-sequence DRB1_0701. The binding affinity (normalized) is 0.460. (3) The peptide sequence is RYNLDPDTIDFLIMR. The MHC is DRB1_0101 with pseudo-sequence DRB1_0101. The binding affinity (normalized) is 0.701. (4) The peptide sequence is SQDLELSWNLNGLQMY. The MHC is DRB1_0802 with pseudo-sequence DRB1_0802. The binding affinity (normalized) is 0.376. (5) The peptide sequence is TLGEVWKRELNLLDK. The MHC is HLA-DQA10102-DQB10501 with pseudo-sequence HLA-DQA10102-DQB10501. The binding affinity (normalized) is 0.421.